The task is: Predict the product of the given reaction.. This data is from Forward reaction prediction with 1.9M reactions from USPTO patents (1976-2016). (1) Given the reactants [Br:1][C:2]1[CH:10]=[CH:9][C:5]([C:6](Cl)=[O:7])=[CH:4][CH:3]=1.Cl.[CH:12]1([CH2:15][NH:16][CH2:17][C:18]2[CH:27]=[CH:26][C:21]([C:22]([O:24][CH3:25])=[O:23])=[CH:20][CH:19]=2)[CH2:14][CH2:13]1, predict the reaction product. The product is: [Br:1][C:2]1[CH:10]=[CH:9][C:5]([C:6]([N:16]([CH2:17][C:18]2[CH:19]=[CH:20][C:21]([C:22]([O:24][CH3:25])=[O:23])=[CH:26][CH:27]=2)[CH2:15][CH:12]2[CH2:13][CH2:14]2)=[O:7])=[CH:4][CH:3]=1. (2) Given the reactants C([O:3][C:4](=[O:38])[CH2:5][C:6]1[CH:7]=[C:8]([C:14]2[CH:19]=[CH:18][C:17]([C:20]([F:23])([F:22])[F:21])=[CH:16][C:15]=2[CH2:24][N:25]2[C@@H:29]([CH3:30])[C@@H:28]([C:31]3[CH:36]=[CH:35][CH:34]=[CH:33][CH:32]=3)[O:27][C:26]2=[O:37])[C:9]([O:12]C)=[CH:10][CH:11]=1)C, predict the reaction product. The product is: [OH:12][C:9]1[C:8]([C:14]2[CH:19]=[CH:18][C:17]([C:20]([F:21])([F:22])[F:23])=[CH:16][C:15]=2[CH2:24][N:25]2[C@@H:29]([CH3:30])[C@@H:28]([C:31]3[CH:36]=[CH:35][CH:34]=[CH:33][CH:32]=3)[O:27][C:26]2=[O:37])=[CH:7][C:6]([CH2:5][C:4]([OH:38])=[O:3])=[CH:11][CH:10]=1. (3) Given the reactants [OH:1][C@@H:2]([CH3:7])[C:3](OC)=[O:4].[NH:8]1[CH2:12][CH2:11][CH2:10][CH2:9]1, predict the reaction product. The product is: [OH:1][C@@H:2]([CH3:7])[C:3]([N:8]1[CH2:12][CH2:11][CH2:10][CH2:9]1)=[O:4]. (4) Given the reactants Cl[C:2]1[N:11]=[C:10]([N:12]([C:14]2[CH:19]=[CH:18][C:17]([O:20][CH3:21])=[CH:16][CH:15]=2)[CH3:13])[C:9]2[C:4](=[CH:5][CH:6]=[CH:7][CH:8]=2)[N:3]=1.[CH2:22]([NH2:29])[C:23]1[CH:28]=[CH:27][CH:26]=[CH:25][CH:24]=1.C(N(CC)CC)C, predict the reaction product. The product is: [CH2:22]([NH:29][C:2]1[N:11]=[C:10]([N:12]([C:14]2[CH:19]=[CH:18][C:17]([O:20][CH3:21])=[CH:16][CH:15]=2)[CH3:13])[C:9]2[C:4](=[CH:5][CH:6]=[CH:7][CH:8]=2)[N:3]=1)[C:23]1[CH:28]=[CH:27][CH:26]=[CH:25][CH:24]=1.